Dataset: Forward reaction prediction with 1.9M reactions from USPTO patents (1976-2016). Task: Predict the product of the given reaction. (1) Given the reactants C[O:2][C:3](=[O:31])[C:4]1[CH:9]=[CH:8][C:7]([C:10]([CH2:28][CH3:29])([C:13]2[CH:18]=[CH:17][C:16](/[CH:19]=[CH:20]/[C:21]([CH2:25][CH3:26])([OH:24])[CH2:22][CH3:23])=[C:15]([CH3:27])[CH:14]=2)[CH2:11][CH3:12])=[CH:6][C:5]=1[CH3:30].[OH-].[K+], predict the reaction product. The product is: [CH2:11]([C:10]([C:7]1[CH:8]=[CH:9][C:4]([C:3]([OH:31])=[O:2])=[C:5]([CH3:30])[CH:6]=1)([C:13]1[CH:18]=[CH:17][C:16](/[CH:19]=[CH:20]/[C:21]([CH2:22][CH3:23])([OH:24])[CH2:25][CH3:26])=[C:15]([CH3:27])[CH:14]=1)[CH2:28][CH3:29])[CH3:12]. (2) Given the reactants C(N(CC)CC)C.Cl.[NH2:9][CH2:10][C:11]1[CH:19]=[CH:18][CH:17]=[C:16]2[C:12]=1[C:13](=[O:29])[N:14]([CH:21]1[CH2:26][CH2:25][C:24](=[O:27])[NH:23][C:22]1=[O:28])[C:15]2=[O:20].[C:30]1([CH3:39])[CH:35]=[CH:34][CH:33]=[C:32]([C:36](Cl)=[O:37])[CH:31]=1, predict the reaction product. The product is: [O:28]=[C:22]1[CH:21]([N:14]2[C:13](=[O:29])[C:12]3[C:16](=[CH:17][CH:18]=[CH:19][C:11]=3[CH2:10][NH:9][C:36](=[O:37])[C:32]3[CH:33]=[CH:34][CH:35]=[C:30]([CH3:39])[CH:31]=3)[C:15]2=[O:20])[CH2:26][CH2:25][C:24](=[O:27])[NH:23]1.